From a dataset of Full USPTO retrosynthesis dataset with 1.9M reactions from patents (1976-2016). Predict the reactants needed to synthesize the given product. (1) Given the product [NH2:8][C:5]1[CH:6]=[CH:7][C:2]([Cl:1])=[C:3]([NH:16][C:17]([NH:19][C:20]2[CH:25]=[CH:24][CH:23]=[CH:22][CH:21]=2)=[O:18])[CH:4]=1, predict the reactants needed to synthesize it. The reactants are: [Cl:1][C:2]1[CH:7]=[CH:6][C:5]([NH:8]C(=O)OC(C)(C)C)=[CH:4][C:3]=1[NH:16][C:17]([NH:19][C:20]1[CH:25]=[CH:24][CH:23]=[CH:22][CH:21]=1)=[O:18].NC1C=C(NC(=O)OC(C)(C)C)C=CC=1Cl.C1(N=C=O)C=CC=CC=1. (2) Given the product [Cl:9][C:10]1[CH:18]=[C:17]([CH3:19])[CH:16]=[C:15]([Cl:20])[C:11]=1[CH2:12][OH:13], predict the reactants needed to synthesize it. The reactants are: [Li+].CCC[CH2-].C(=O)=O.[Cl:9][C:10]1[CH:18]=[C:17]([CH3:19])[CH:16]=[C:15]([Cl:20])[C:11]=1[C:12](O)=[O:13].B.C1COCC1. (3) Given the product [C:20]1([C:29]2[CH:34]=[CH:33][CH:32]=[CH:31][CH:30]=2)[C:21]([C:26]([N:3]2[CH2:4][C@@H:5]3[C@@H:1]([CH2:6]3)[C@H:2]2[CH2:7][NH:8][C:9]([C:11]2[N:18]3[C:14]([S:15][CH:16]=[CH:17]3)=[N:13][C:12]=2[CH3:19])=[O:10])=[O:27])=[CH:22][CH:23]=[CH:24][CH:25]=1, predict the reactants needed to synthesize it. The reactants are: [C@@H:1]12[CH2:6][C@@H:5]1[CH2:4][NH:3][C@@H:2]2[CH2:7][NH:8][C:9]([C:11]1[N:18]2[C:14]([S:15][CH:16]=[CH:17]2)=[N:13][C:12]=1[CH3:19])=[O:10].[C:20]1([C:29]2[CH:34]=[CH:33][CH:32]=[CH:31][CH:30]=2)[C:21]([C:26](O)=[O:27])=[CH:22][CH:23]=[CH:24][CH:25]=1. (4) Given the product [CH3:23][N:21]1[C:16]([C:14]2[CH:13]=[CH:12][C:11]3[CH2:5][CH2:6][NH:7][CH2:8][CH2:9][C:10]=3[CH:15]=2)=[CH:17][C:18]([CH3:19])=[N:20]1, predict the reactants needed to synthesize it. The reactants are: CC([CH:5]1[C:11]2[CH:12]=[CH:13][C:14]([C:16](=O)[CH2:17]/[C:18](=[N:20]/[N:21]([C:23](OC(C)(C)C)=O)C)/[CH3:19])=[CH:15][C:10]=2[CH2:9][CH2:8][N:7](C([O-])=O)[CH2:6]1)(C)C.FC(F)(F)C(O)=O.